From a dataset of Forward reaction prediction with 1.9M reactions from USPTO patents (1976-2016). Predict the product of the given reaction. Given the reactants [CH3:1][N:2]1[C:7](=[O:8])[C:6]2=[C:9]([C:23]3[CH:28]=[CH:27][N:26]=[CH:25][CH:24]=3)[N:10]([CH2:12][C:13]3[C:22]4[C:17](=[CH:18][CH:19]=[CH:20][CH:21]=4)[CH:16]=[CH:15][CH:14]=3)[N:11]=[C:5]2[N:4]([CH2:29][C:30]2[CH:31]=[C:32]([CH:37]=[CH:38][CH:39]=2)[C:33]([O:35]C)=[O:34])[C:3]1=[O:40].[Li+].[OH-], predict the reaction product. The product is: [CH3:1][N:2]1[C:7](=[O:8])[C:6]2=[C:9]([C:23]3[CH:24]=[CH:25][N:26]=[CH:27][CH:28]=3)[N:10]([CH2:12][C:13]3[C:22]4[C:17](=[CH:18][CH:19]=[CH:20][CH:21]=4)[CH:16]=[CH:15][CH:14]=3)[N:11]=[C:5]2[N:4]([CH2:29][C:30]2[CH:31]=[C:32]([CH:37]=[CH:38][CH:39]=2)[C:33]([OH:35])=[O:34])[C:3]1=[O:40].